The task is: Predict the reaction yield, written as a fraction of the theoretical maximum amount of product (1.0 means a 100% yield; for example, 0.34 means a 34% yield).. This data is from Reaction yield outcomes from USPTO patents with 853,638 reactions. (1) The reactants are [CH2:1]([N:4]([CH2:14][C:15]([CH3:20])([CH3:19])[CH2:16][CH:17]=[CH2:18])[S:5]([C:8]1[CH:13]=[CH:12][CH:11]=[CH:10][N:9]=1)(=[O:7])=[O:6])C=C. The catalyst is C(Cl)Cl.Cl[Ru](=CC1C=CC=CC=1)([P](C1CCCCC1)(C1CCCCC1)C1CCCCC1)([P](C1CCCCC1)(C1CCCCC1)C1CCCCC1)Cl. The product is [CH3:20][C:15]1([CH3:19])[CH2:16][CH:17]=[CH:18][CH2:1][N:4]([S:5]([C:8]2[CH:13]=[CH:12][CH:11]=[CH:10][N:9]=2)(=[O:6])=[O:7])[CH2:14]1. The yield is 0.870. (2) The reactants are [CH:1]1([C:4]([C:6]2[CH:11]=[CH:10][C:9]([CH2:12][C:13](OC)=O)=[CH:8][CH:7]=2)=[O:5])[CH2:3][CH2:2]1.CO[C:19](=[O:22])[O:20][CH3:21].C[Si]([N-][Si](C)(C)C)(C)C.[Na+].IC. The catalyst is O1CCCC1.C(OCC)(=O)C.O. The product is [CH:1]1([C:4]([C:6]2[CH:7]=[CH:8][C:9]([CH2:12][CH:13]([C:19]([O:20][CH3:21])=[O:22])[C:19]([O:20][CH3:21])=[O:22])=[CH:10][CH:11]=2)=[O:5])[CH2:2][CH2:3]1. The yield is 0.160. (3) The reactants are [C:1]([O:5][C:6](=[O:26])[C:7]1[CH:12]=[CH:11][C:10](F)=[CH:9][C:8]=1[N:14]([C@@H:21]([CH3:25])[CH2:22][O:23][CH3:24])[C:15](=[O:20])[C:16]([F:19])([F:18])[F:17])([CH3:4])([CH3:3])[CH3:2].[CH3:27][N:28]1[CH2:33][CH2:32][NH:31][CH2:30][CH2:29]1. The catalyst is O1CCCC1. The product is [C:1]([O:5][C:6](=[O:26])[C:7]1[CH:12]=[CH:11][C:10]([N:31]2[CH2:32][CH2:33][N:28]([CH3:27])[CH2:29][CH2:30]2)=[CH:9][C:8]=1[N:14]([C@@H:21]([CH3:25])[CH2:22][O:23][CH3:24])[C:15](=[O:20])[C:16]([F:19])([F:18])[F:17])([CH3:4])([CH3:3])[CH3:2]. The yield is 0.840.